Task: Predict the reactants needed to synthesize the given product.. Dataset: Full USPTO retrosynthesis dataset with 1.9M reactions from patents (1976-2016) Given the product [F:1][C:2]1[C:7]([F:8])=[CH:6][C:5]([C:9]2[CH:14]=[CH:13][C:12]([O:15][CH2:16][CH:17]3[CH2:22][CH2:21][CH2:20][N:19]([C:30]([NH2:29])=[O:31])[CH2:18]3)=[CH:11][CH:10]=2)=[C:4]([O:23][CH3:24])[CH:3]=1, predict the reactants needed to synthesize it. The reactants are: [F:1][C:2]1[C:7]([F:8])=[CH:6][C:5]([C:9]2[CH:14]=[CH:13][C:12]([O:15][CH2:16][CH:17]3[CH2:22][CH2:21][CH2:20][NH:19][CH2:18]3)=[CH:11][CH:10]=2)=[C:4]([O:23][CH3:24])[CH:3]=1.C[Si]([N:29]=[C:30]=[O:31])(C)C.